This data is from Reaction yield outcomes from USPTO patents with 853,638 reactions. The task is: Predict the reaction yield, written as a fraction of the theoretical maximum amount of product (1.0 means a 100% yield; for example, 0.34 means a 34% yield). (1) The reactants are [Cl:1][C:2]1[S:6][C:5]([S:7]([N:10]([CH2:17][CH3:18])[C:11]2([C:14]([OH:16])=O)[CH2:13][CH2:12]2)(=[O:9])=[O:8])=[CH:4][CH:3]=1.CCOC(OC(OCC)=O)=O.[CH2:30]([O:32][C:33]1[CH:38]=[C:37]([CH2:39][NH2:40])[CH:36]=[C:35]([C:41]2[CH:46]=[CH:45][C:44]([C:47]([F:50])([F:49])[F:48])=[CH:43][CH:42]=2)[N:34]=1)C. The catalyst is C1COCC1. The product is [Cl:1][C:2]1[S:6][C:5]([S:7]([N:10]([CH2:17][CH3:18])[C:11]2([C:14]([NH:40][CH2:39][C:37]3[CH:36]=[C:35]([C:41]4[CH:42]=[CH:43][C:44]([C:47]([F:48])([F:49])[F:50])=[CH:45][CH:46]=4)[N:34]=[C:33]([O:32][CH3:30])[CH:38]=3)=[O:16])[CH2:12][CH2:13]2)(=[O:8])=[O:9])=[CH:4][CH:3]=1. The yield is 0.250. (2) The reactants are [CH:1]1([C:7]2[C:15]3[C:10](=[CH:11][C:12]([C:16]([O:18][CH3:19])=[O:17])=[CH:13][CH:14]=3)[NH:9][C:8]=2[C:20]2[CH:25]=[CH:24][C:23]([O:26][CH3:27])=[CH:22][C:21]=2[CH2:28][O:29][Si:30]([CH:37]([CH3:39])[CH3:38])([CH:34]([CH3:36])[CH3:35])[CH:31]([CH3:33])[CH3:32])[CH2:6][CH2:5][CH2:4][CH2:3][CH2:2]1.[H-].[Na+].[CH2:42](Br)[CH:43]=[CH2:44]. The catalyst is CN(C=O)C. The product is [CH2:44]([N:9]1[C:10]2[C:15](=[CH:14][CH:13]=[C:12]([C:16]([O:18][CH3:19])=[O:17])[CH:11]=2)[C:7]([CH:1]2[CH2:6][CH2:5][CH2:4][CH2:3][CH2:2]2)=[C:8]1[C:20]1[CH:25]=[CH:24][C:23]([O:26][CH3:27])=[CH:22][C:21]=1[CH2:28][O:29][Si:30]([CH:31]([CH3:32])[CH3:33])([CH:37]([CH3:39])[CH3:38])[CH:34]([CH3:36])[CH3:35])[CH:43]=[CH2:42]. The yield is 0.840. (3) The reactants are [CH2:1]([N:5]1[C:14]2[C:9](=[CH:10][CH:11]=[CH:12][N:13]=2)[C:8](Cl)=[C:7]([C:16]2[NH:21][C:20]3[CH:22]=[CH:23][CH:24]=[CH:25][C:19]=3[S:18](=[O:27])(=[O:26])[N:17]=2)[C:6]1=[O:28])[CH2:2][CH2:3][CH3:4].[N-:29]=[N+:30]=[N-:31].[Na+]. The catalyst is CN(C)C=O. The product is [N:29]([C:8]1[C:9]2[C:14](=[N:13][CH:12]=[CH:11][CH:10]=2)[N:5]([CH2:1][CH2:2][CH2:3][CH3:4])[C:6](=[O:28])[C:7]=1[C:16]1[NH:21][C:20]2[CH:22]=[CH:23][CH:24]=[CH:25][C:19]=2[S:18](=[O:26])(=[O:27])[N:17]=1)=[N+:30]=[N-:31]. The yield is 0.260. (4) The reactants are Br[C:2]1[N:7]=[C:6]([C:8]2[N:12]=[C:11]([C:13]3[S:14][CH:15]=[CH:16][N:17]=3)[N:10]([CH2:18][C:19]3[CH:24]=[CH:23][CH:22]=[CH:21][C:20]=3[F:25])[N:9]=2)[CH:5]=[CH:4][CH:3]=1.[OH-].[NH4+:27].[OH-].[Na+]. The catalyst is C(O)CO.O1CCOCC1.[Cu-]=O. The product is [F:25][C:20]1[CH:21]=[CH:22][CH:23]=[CH:24][C:19]=1[CH2:18][N:10]1[C:11]([C:13]2[S:14][CH:15]=[CH:16][N:17]=2)=[N:12][C:8]([C:6]2[N:7]=[C:2]([NH2:27])[CH:3]=[CH:4][CH:5]=2)=[N:9]1. The yield is 0.690. (5) The catalyst is C1COCC1. The product is [CH3:29][O:30][C:31](=[O:40])[C:32]1[CH:37]=[CH:36][C:35]([CH:38]=[C:10]([C:9]([O:8][CH2:1][C:2]2[CH:3]=[CH:4][CH:5]=[CH:6][CH:7]=2)=[O:18])[Br:17])=[CH:34][CH:33]=1. The yield is 0.640. The reactants are [CH2:1]([O:8][C:9](=[O:18])[CH:10]([Br:17])P(OC)(OC)=O)[C:2]1[CH:7]=[CH:6][CH:5]=[CH:4][CH:3]=1.[Li+].C[Si]([N-][Si](C)(C)C)(C)C.[CH3:29][O:30][C:31](=[O:40])[C:32]1[CH:37]=[CH:36][C:35]([CH:38]=O)=[CH:34][CH:33]=1. (6) The reactants are [F:1][C:2]1[CH:17]=[C:16]([N+:18]([O-])=O)[CH:15]=[CH:14][C:3]=1[O:4][C:5]1[N:6]=[CH:7][CH:8]=[C:9]2[CH:13]=[CH:12][NH:11][C:10]=12. The catalyst is CC(O)=O.[Fe]. The product is [NH:11]1[C:10]2=[C:5]([O:4][C:3]3[CH:14]=[CH:15][C:16]([NH2:18])=[CH:17][C:2]=3[F:1])[N:6]=[CH:7][CH:8]=[C:9]2[CH:13]=[CH:12]1. The yield is 0.990.